Dataset: Full USPTO retrosynthesis dataset with 1.9M reactions from patents (1976-2016). Task: Predict the reactants needed to synthesize the given product. (1) Given the product [NH2:1][C:2]1[CH:3]=[C:4]([C:5]([N:7]2[CH2:12][CH2:11][C:10]3([CH2:20][C:19](=[O:21])[C:18]4[N:17]([CH:22]([CH3:24])[CH3:23])[N:16]=[CH:15][C:14]=4[CH2:13]3)[CH2:9][CH2:8]2)=[O:6])[CH:25]=[CH:26][C:27]=1[NH:28][C:30]([NH:29][CH3:32])=[S:31], predict the reactants needed to synthesize it. The reactants are: [NH2:1][C:2]1[CH:3]=[C:4]([CH:25]=[CH:26][C:27]=1[NH2:28])[C:5]([N:7]1[CH2:12][CH2:11][C:10]2([CH2:20][C:19](=[O:21])[C:18]3[N:17]([CH:22]([CH3:24])[CH3:23])[N:16]=[CH:15][C:14]=3[CH2:13]2)[CH2:9][CH2:8]1)=[O:6].[N:29]([CH3:32])=[C:30]=[S:31]. (2) The reactants are: Br[C:2]1[CH:3]=[CH:4][C:5]2[NH:6][C:7]3[C:12]([C:13]=2[CH:14]=1)=[CH:11][C:10](Br)=[CH:9][CH:8]=3.[C:16]1(B(O)O)[C:25]2[C:20](=[CH:21][CH:22]=[CH:23][CH:24]=2)[CH:19]=[CH:18][CH:17]=1.C(=O)([O-])[O-].[Na+].[Na+].[CH2:35](O)[CH3:36]. Given the product [C:16]1([C:2]2[CH:3]=[CH:4][C:5]3[NH:6][C:7]4[C:12]([C:13]=3[CH:14]=2)=[CH:11][C:10]([C:3]2[C:35]3[C:36](=[CH:12][CH:7]=[CH:8][CH:9]=3)[CH:13]=[CH:14][CH:2]=2)=[CH:9][CH:8]=4)[C:25]2[C:20](=[CH:21][CH:22]=[CH:23][CH:24]=2)[CH:19]=[CH:18][CH:17]=1, predict the reactants needed to synthesize it.